This data is from Forward reaction prediction with 1.9M reactions from USPTO patents (1976-2016). The task is: Predict the product of the given reaction. (1) Given the reactants [OH:1][N:2]1[C:10](=[O:11])[C:9]2[C:4](=[CH:5][CH:6]=[CH:7][CH:8]=2)[C:3]1=[O:12].Br[CH2:14][C:15]([O:17][CH3:18])=[O:16], predict the reaction product. The product is: [O:12]=[C:3]1[C:4]2[C:9](=[CH:8][CH:7]=[CH:6][CH:5]=2)[C:10](=[O:11])[N:2]1[O:1][CH2:14][C:15]([O:17][CH3:18])=[O:16]. (2) Given the reactants COC1C=CC(C[NH:8][C:9]2[CH:14]=[C:13]([S:15][CH2:16]C3C=CC(OC)=CC=3)[C:12]([NH2:25])=[CH:11][N:10]=2)=CC=1.C(O)(C(F)(F)F)=O, predict the reaction product. The product is: [S:15]1[C:13]2[CH:14]=[C:9]([NH2:8])[N:10]=[CH:11][C:12]=2[N:25]=[CH:16]1.